This data is from Full USPTO retrosynthesis dataset with 1.9M reactions from patents (1976-2016). The task is: Predict the reactants needed to synthesize the given product. (1) The reactants are: [CH3:1][S:2]([N:5]1[CH2:10][CH:9]=[C:8]([C:11]2[CH:12]=[C:13]3[CH2:19][C@H:18]([CH:20]4[CH2:25][CH2:24][N:23]([C:26]#[N:27])[CH2:22][CH2:21]4)[O:17][C:14]3=[CH:15][N:16]=2)[CH2:7][CH2:6]1)(=[O:4])=[O:3].Cl.[NH2:29][OH:30]. Given the product [OH:30][NH:29][C:26]([N:23]1[CH2:24][CH2:25][CH:20]([C@@H:18]2[O:17][C:14]3=[CH:15][N:16]=[C:11]([C:8]4[CH2:9][CH2:10][N:5]([S:2]([CH3:1])(=[O:4])=[O:3])[CH2:6][CH:7]=4)[CH:12]=[C:13]3[CH2:19]2)[CH2:21][CH2:22]1)=[NH:27], predict the reactants needed to synthesize it. (2) Given the product [Br:1][C:2]1[N:7]=[C:6]2[C:8]([C:11](=[O:13])[CH2:27][NH:25][C:23]([CH3:26])([CH3:24])[CH2:22][O:21][Si:14]([C:17]([CH3:20])([CH3:19])[CH3:18])([CH3:16])[CH3:15])=[CH:9][NH:10][C:5]2=[N:4][CH:3]=1, predict the reactants needed to synthesize it. The reactants are: [Br:1][C:2]1[N:7]=[C:6]2[C:8]([C:11]([OH:13])=O)=[CH:9][NH:10][C:5]2=[N:4][CH:3]=1.[Si:14]([O:21][CH2:22][C:23]([CH3:26])([NH2:25])[CH3:24])([C:17]([CH3:20])([CH3:19])[CH3:18])([CH3:16])[CH3:15].[CH3:27]CN=C=NCCCN(C)C.C1C=CC2N(O)N=NC=2C=1.CCN(C(C)C)C(C)C.